Dataset: Full USPTO retrosynthesis dataset with 1.9M reactions from patents (1976-2016). Task: Predict the reactants needed to synthesize the given product. (1) Given the product [NH2:1][C:2]1[CH:9]=[CH:8][C:7]([C:16]2[CH:15]=[CH:14][CH:13]=[C:12]([Cl:11])[CH:17]=2)=[CH:6][C:3]=1[C:4]#[N:5], predict the reactants needed to synthesize it. The reactants are: [NH2:1][C:2]1[CH:9]=[CH:8][C:7](Br)=[CH:6][C:3]=1[C:4]#[N:5].[Cl:11][C:12]1[CH:13]=[C:14](B(O)O)[CH:15]=[CH:16][CH:17]=1.C(=O)([O-])[O-].[Na+].[Na+]. (2) Given the product [Br:16][CH2:14][C:13]([C:10]1[CH:9]=[CH:8][C:7]([N:4]2[CH2:3][CH2:2][O:1][CH2:6][CH2:5]2)=[CH:12][CH:11]=1)=[O:15], predict the reactants needed to synthesize it. The reactants are: [O:1]1[CH2:6][CH2:5][N:4]([C:7]2[CH:12]=[CH:11][C:10]([C:13](=[O:15])[CH3:14])=[CH:9][CH:8]=2)[CH2:3][CH2:2]1.[Br:16]Br.